From a dataset of Retrosynthesis with 50K atom-mapped reactions and 10 reaction types from USPTO. Predict the reactants needed to synthesize the given product. (1) Given the product CN1COCN(Cc2cnc(Cl)s2)C1=N[N+](=O)[O-], predict the reactants needed to synthesize it. The reactants are: CN1COCNC1=N[N+](=O)[O-].Clc1ncc(CI)s1. (2) Given the product Cc1ccc(NC(=O)c2ccc(N)c(NCCO)c2)cc1C, predict the reactants needed to synthesize it. The reactants are: Cc1ccc(NC(=O)c2ccc([N+](=O)[O-])c(NCCO)c2)cc1C. (3) Given the product CC(C)(C)Oc1ccccc1CNCc1ccccn1, predict the reactants needed to synthesize it. The reactants are: CC(C)(C)Oc1ccccc1C=O.NCc1ccccn1. (4) Given the product O=C(Nc1cccc(C(F)(F)F)c1)C(=Cc1cccc(C(F)(F)F)c1)C(=O)Nc1cccc(S(=O)(=O)N2CCOCC2)c1, predict the reactants needed to synthesize it. The reactants are: O=C(CC(=O)Nc1cccc(S(=O)(=O)N2CCOCC2)c1)Nc1cccc(C(F)(F)F)c1.O=Cc1cccc(C(F)(F)F)c1. (5) Given the product Clc1ccc(C(Cl)Cl)cn1, predict the reactants needed to synthesize it. The reactants are: ClCc1ccc(Cl)nc1. (6) Given the product CCOC(=O)CCCSc1nc2ccccc2n1Cc1cccc2ccccc12, predict the reactants needed to synthesize it. The reactants are: CCOC(=O)CCCSc1nc2ccccc2[nH]1.ClCc1cccc2ccccc12.